Dataset: Forward reaction prediction with 1.9M reactions from USPTO patents (1976-2016). Task: Predict the product of the given reaction. Given the reactants [N:1]1([CH2:10][C:11]([C:13]2[CH:14]=[C:15]([C:19]3[CH:23]=[C:22]([CH2:24][CH:25]([CH3:27])[CH3:26])[S:21][C:20]=3[S:28]([NH:31]C(C)(C)C)(=[O:30])=[O:29])[CH:16]=[CH:17][CH:18]=2)=[O:12])[C:5]2[CH:6]=[CH:7][CH:8]=[CH:9][C:4]=2[N:3]=[CH:2]1.B(Cl)(Cl)Cl.C([O-])([O-])=O.[Na+].[Na+].Cl[C:47]([O:49][CH2:50][CH2:51][CH2:52][CH3:53])=[O:48], predict the reaction product. The product is: [CH2:50]([O:49][C:47]([NH:31][S:28]([C:20]1[S:21][C:22]([CH2:24][CH:25]([CH3:27])[CH3:26])=[CH:23][C:19]=1[C:15]1[CH:16]=[CH:17][CH:18]=[C:13]([C:11](=[O:12])[CH2:10][N:1]2[C:5]3[CH:6]=[CH:7][CH:8]=[CH:9][C:4]=3[N:3]=[CH:2]2)[CH:14]=1)(=[O:29])=[O:30])=[O:48])[CH2:51][CH2:52][CH3:53].